Predict the product of the given reaction. From a dataset of Forward reaction prediction with 1.9M reactions from USPTO patents (1976-2016). (1) Given the reactants [CH:1]1([NH:4][C:5]2[N:15]=[C:14]([S:16][CH3:17])[C:13]([F:18])=[CH:12][C:6]=2[C:7]([O:9]CC)=O)[CH2:3][CH2:2]1.ClS([N:23]=[C:24]=[O:25])(=O)=O.C([O-])(=O)C.[Na+].CC(C)([O-])C.[Na+], predict the reaction product. The product is: [CH:1]1([N:4]2[C:5]3[N:15]=[C:14]([S:16][CH3:17])[C:13]([F:18])=[CH:12][C:6]=3[C:7](=[O:9])[NH:23][C:24]2=[O:25])[CH2:2][CH2:3]1. (2) Given the reactants BrC1C(S(Cl)(=O)=O)=CC(Cl)=CN=1.[Cl:13][C:14]1[C:19]([S:20](Cl)(=[O:22])=[O:21])=[CH:18][C:17]([Cl:24])=[CH:16][N:15]=1.Cl.[C:26]12([NH2:31])[CH2:30][CH:28]([CH2:29]1)[CH2:27]2.C(O)(=O)CC(CC(O)=O)(C(O)=O)O.C12(NS(C3C(Br)=NC=C(Cl)C=3)(=O)=O)CC(C1)C2, predict the reaction product. The product is: [C:26]12([NH:31][S:20]([C:19]3[C:14]([Cl:13])=[N:15][CH:16]=[C:17]([Cl:24])[CH:18]=3)(=[O:22])=[O:21])[CH2:30][CH:28]([CH2:29]1)[CH2:27]2. (3) Given the reactants [O:1]1[CH2:6][CH2:5][CH2:4][CH2:3][CH:2]1[O:7][CH2:8][CH2:9][CH2:10][CH2:11][CH2:12][CH2:13][CH2:14][CH2:15][C:16]#[CH:17].[Li]CCCC.Cl[C:24]([O:26][CH3:27])=[O:25], predict the reaction product. The product is: [CH3:27][O:26][C:24](=[O:25])[C:17]#[C:16][CH2:15][CH2:14][CH2:13][CH2:12][CH2:11][CH2:10][CH2:9][CH2:8][O:7][CH:2]1[CH2:3][CH2:4][CH2:5][CH2:6][O:1]1. (4) Given the reactants [CH2:1]([O:8][C:9]1[N:18]=[C:17]([C:19]2[CH:20]=[C:21]3[C:25](=[CH:26][CH:27]=2)[N:24]([CH3:28])[CH:23]=[C:22]3[C:29]#[N:30])[C:16]([CH2:31][CH3:32])=[C:15]([O:33][CH2:34][C:35]2[CH:40]=[CH:39][CH:38]=[CH:37][CH:36]=2)[C:10]=1[C:11]([O:13]C)=[O:12])[C:2]1[CH:7]=[CH:6][CH:5]=[CH:4][CH:3]=1.C[Si](C)(C)[O-].[K+], predict the reaction product. The product is: [CH2:1]([O:8][C:9]1[N:18]=[C:17]([C:19]2[CH:20]=[C:21]3[C:25](=[CH:26][CH:27]=2)[N:24]([CH3:28])[CH:23]=[C:22]3[C:29]#[N:30])[C:16]([CH2:31][CH3:32])=[C:15]([O:33][CH2:34][C:35]2[CH:36]=[CH:37][CH:38]=[CH:39][CH:40]=2)[C:10]=1[C:11]([OH:13])=[O:12])[C:2]1[CH:3]=[CH:4][CH:5]=[CH:6][CH:7]=1. (5) Given the reactants Br[C:2]1[N:7]=[CH:6][C:5]2[CH:8]=[C:9]([C:19]3[CH:20]=[N:21][N:22](COCC[Si](C)(C)C)[CH:23]=3)[N:10](COCC[Si](C)(C)C)[C:4]=2[CH:3]=1.[CH3:32][O:33][CH:34]1[CH2:39][CH2:38][N:37]([C:40]2[N:45]=[C:44]([NH2:46])[CH:43]=[CH:42][N:41]=2)[CH2:36][CH2:35]1.CC1(C)C2C(=C(P(C3C=CC=CC=3)C3C=CC=CC=3)C=CC=2)OC2C(P(C3C=CC=CC=3)C3C=CC=CC=3)=CC=CC1=2.C(=O)([O-])[O-].[Cs+].[Cs+], predict the reaction product. The product is: [CH3:32][O:33][CH:34]1[CH2:35][CH2:36][N:37]([C:40]2[N:45]=[C:44]([NH:46][C:2]3[N:7]=[CH:6][C:5]4[CH:8]=[C:9]([C:19]5[CH:23]=[N:22][NH:21][CH:20]=5)[NH:10][C:4]=4[CH:3]=3)[CH:43]=[CH:42][N:41]=2)[CH2:38][CH2:39]1. (6) Given the reactants [C:1]([O:5][C@@H:6]([C:12]1[C:13]([CH3:36])=[N:14][C:15]2[N:16]([N:30]=[C:31]([C:33](O)=O)[CH:32]=2)[C:17]=1[C:18]1[C:19]([CH3:29])=[C:20]2[C:25](=[C:26]([F:28])[CH:27]=1)[O:24][CH2:23][CH2:22][CH2:21]2)[C:7]([O:9][CH2:10][CH3:11])=[O:8])([CH3:4])([CH3:3])[CH3:2].[Cl:37][C:38]1[CH:39]=[C:40]([NH2:45])[C:41]([NH2:44])=[CH:42][CH:43]=1.CCN(C(C)C)C(C)C.CN(C(ON1N=NC2C=CC=NC1=2)=[N+](C)C)C.F[P-](F)(F)(F)(F)F, predict the reaction product. The product is: [C:1]([O:5][C@@H:6]([C:12]1[C:13]([CH3:36])=[N:14][C:15]2[N:16]([N:30]=[C:31]([C:33]3[NH:44][C:41]4[CH:42]=[CH:43][C:38]([Cl:37])=[CH:39][C:40]=4[N:45]=3)[CH:32]=2)[C:17]=1[C:18]1[C:19]([CH3:29])=[C:20]2[C:25](=[C:26]([F:28])[CH:27]=1)[O:24][CH2:23][CH2:22][CH2:21]2)[C:7]([O:9][CH2:10][CH3:11])=[O:8])([CH3:4])([CH3:2])[CH3:3]. (7) Given the reactants [NH2:1][NH2:2].[Cl:3][C:4]1[N:5]=[N:6][C:7](Cl)=[CH:8][C:9]=1[C:10]1[CH:15]=[CH:14][C:13]([Cl:16])=[CH:12][CH:11]=1, predict the reaction product. The product is: [Cl:3][C:4]1[N:5]=[N:6][C:7]([NH:1][NH2:2])=[CH:8][C:9]=1[C:10]1[CH:15]=[CH:14][C:13]([Cl:16])=[CH:12][CH:11]=1. (8) Given the reactants [OH:1][C:2]1[CH:3]=[C:4]([NH:45][S:46]([CH3:49])(=[O:48])=[O:47])[CH:5]=[C:6]([C:8]2[C:16]3[C:15]([NH:17][C@H:18]([C:20]4[N:25]([C:26]5[CH:31]=[CH:30][CH:29]=[CH:28][CH:27]=5)[C:24](=[O:32])[C:23]5=[C:33]([CH3:36])[CH:34]=[CH:35][N:22]5[N:21]=4)[CH3:19])=[N:14][CH:13]=[N:12][C:11]=3[N:10](COCC[Si](C)(C)C)[CH:9]=2)[CH:7]=1.FC(F)(F)C(O)=O.N, predict the reaction product. The product is: [OH:1][C:2]1[CH:3]=[C:4]([NH:45][S:46]([CH3:49])(=[O:47])=[O:48])[CH:5]=[C:6]([C:8]2[C:16]3[C:15]([NH:17][C@H:18]([C:20]4[N:25]([C:26]5[CH:31]=[CH:30][CH:29]=[CH:28][CH:27]=5)[C:24](=[O:32])[C:23]5=[C:33]([CH3:36])[CH:34]=[CH:35][N:22]5[N:21]=4)[CH3:19])=[N:14][CH:13]=[N:12][C:11]=3[NH:10][CH:9]=2)[CH:7]=1. (9) Given the reactants [CH3:1][C:2]1([C:15]([O:17][CH2:18][CH3:19])=[O:16])[CH2:7][CH2:6][N:5](C(OC(C)(C)C)=O)[CH2:4][CH2:3]1.[ClH:20].O1CCOCC1, predict the reaction product. The product is: [ClH:20].[CH3:1][C:2]1([C:15]([O:17][CH2:18][CH3:19])=[O:16])[CH2:7][CH2:6][NH:5][CH2:4][CH2:3]1.